This data is from Full USPTO retrosynthesis dataset with 1.9M reactions from patents (1976-2016). The task is: Predict the reactants needed to synthesize the given product. (1) Given the product [C:1]([N:4]1[C:8]2([CH2:9][CH2:10][O:11][CH2:12][CH2:13]2)[CH2:7][CH2:6][CH:5]1[C:14]([NH:4][CH2:5][C:14]([C:47]1[CH:46]=[CH:45][C:44]([C:41]2[CH:42]=[CH:43][C:38]([C:36]3[N:37]=[C:33]([C@@H:32]4[CH2:31][CH2:30][CH2:29][N:28]4[C:26]([C@@H:22]([NH:21][C:19](=[O:20])[O:18][CH3:17])[CH:23]([CH3:24])[CH3:25])=[O:27])[NH:34][CH:35]=3)=[CH:39][CH:40]=2)=[CH:49][CH:48]=1)=[O:16])=[O:16])(=[O:3])[CH3:2], predict the reactants needed to synthesize it. The reactants are: [C:1]([N:4]1[C:8]2([CH2:13][CH2:12][O:11][CH2:10][CH2:9]2)[CH2:7][CH2:6][CH:5]1[C:14]([OH:16])=O)(=[O:3])[CH3:2].[CH3:17][O:18][C:19]([NH:21][C@H:22]([C:26]([N:28]1[CH:32]([C:33]2[NH:34][CH:35]=[C:36]([C:38]3[CH:43]=[CH:42][C:41]([C:44]4[CH:49]=[CH:48][C:47](C5N=C([C@@H]6CCCN6C(=O)[C@H](C(C)C)NC(OC)=O)NC=5)=[CH:46][CH:45]=4)=[CH:40][CH:39]=3)[N:37]=2)[CH2:31][C:30]2(CCN(C(OC(C)(C)C)=O)CC2)[CH2:29]1)=[O:27])[CH:23]([CH3:25])[CH3:24])=[O:20]. (2) Given the product [CH:22]1([NH:28][C:2]2[C:3]([C:16]3[CH:21]=[CH:20][CH:19]=[CH:18][CH:17]=3)=[N:4][C:5]3[C:10]([N:11]=2)=[CH:9][C:8]([C:12]([O:14][CH3:15])=[O:13])=[CH:7][CH:6]=3)[CH2:27][CH2:26][CH2:25][CH2:24][CH2:23]1, predict the reactants needed to synthesize it. The reactants are: Br[C:2]1[C:3]([C:16]2[CH:21]=[CH:20][CH:19]=[CH:18][CH:17]=2)=[N:4][C:5]2[C:10]([N:11]=1)=[CH:9][C:8]([C:12]([O:14][CH3:15])=[O:13])=[CH:7][CH:6]=2.[CH:22]1([NH2:28])[CH2:27][CH2:26][CH2:25][CH2:24][CH2:23]1.C(=O)([O-])[O-].[K+].[K+]. (3) Given the product [CH:64]1([C:57]2[C:56]3[C:60](=[CH:61][C:53]([C:51]([NH:50][C:46]4([C:44]([OH:45])=[O:43])[CH2:47][CH2:48][CH2:49]4)=[O:52])=[CH:54][CH:55]=3)[N:59]([CH3:62])[C:58]=2[C:7]2[CH:12]=[CH:11][CH:10]=[CH:9][N:8]=2)[CH2:68][CH2:67][CH2:66][CH2:65]1, predict the reactants needed to synthesize it. The reactants are: C([Mg]Cl)(C)C.Br[C:7]1[CH:12]=[CH:11][CH:10]=[CH:9][N:8]=1.C(OC)(=O)C1C=CC=CC=1.C1(P(C2C=CC=CC=2)C2C=CC=CC=2)C=CC=CC=1.C[O:43][C:44]([C:46]1([NH:50][C:51]([C:53]2[CH:61]=[C:60]3[C:56]([C:57]([CH:64]4[CH2:68][CH2:67][CH2:66][CH2:65]4)=[C:58](Br)[N:59]3[CH3:62])=[CH:55][CH:54]=2)=[O:52])[CH2:49][CH2:48][CH2:47]1)=[O:45].[Cl-].[NH4+].C(OC(C)C)(=O)C.Cl.[OH-].[Na+].C(O)(=O)C. (4) Given the product [CH3:31][C:32]([NH:36][C:16]([C:7]1[C:6]([NH:5][CH2:4][CH2:3][C:2]([F:1])([F:20])[F:19])=[CH:15][C:10]2[O:11][CH2:12][CH2:13][O:14][C:9]=2[CH:8]=1)=[O:18])([C:34]#[CH:35])[CH3:33], predict the reactants needed to synthesize it. The reactants are: [F:1][C:2]([F:20])([F:19])[CH2:3][CH2:4][NH:5][C:6]1[C:7]([C:16]([OH:18])=O)=[CH:8][C:9]2[O:14][CH2:13][CH2:12][O:11][C:10]=2[CH:15]=1.C1C=CC2N(O)N=NC=2C=1.[CH3:31][C:32]([NH2:36])([C:34]#[CH:35])[CH3:33].CCN=C=NCCCN(C)C. (5) Given the product [F:21][C:2]([F:1])([F:20])[C:3]1[CH:4]=[C:5]([C:9]2[CH:18]=[CH:17][C:16]3[C:11](=[C:12]([NH:19][S:37]([C:32]4[CH:33]=[CH:34][CH:35]=[CH:36][N:31]=4)(=[O:39])=[O:38])[CH:13]=[CH:14][CH:15]=3)[N:10]=2)[CH:6]=[CH:7][CH:8]=1, predict the reactants needed to synthesize it. The reactants are: [F:1][C:2]([F:21])([F:20])[C:3]1[CH:4]=[C:5]([C:9]2[CH:18]=[CH:17][C:16]3[C:11](=[C:12]([NH2:19])[CH:13]=[CH:14][CH:15]=3)[N:10]=2)[CH:6]=[CH:7][CH:8]=1.CCN(C(C)C)C(C)C.[N:31]1[CH:36]=[CH:35][CH:34]=[CH:33][C:32]=1[S:37](Cl)(=[O:39])=[O:38].C([O-])(O)=O.[Na+]. (6) Given the product [C:13]1([C:11]2[O:1][N:2]=[C:3]([C:4]3[CH:5]=[N:6][CH:7]=[N:8][CH:9]=3)[CH:12]=2)[CH:18]=[CH:17][CH:16]=[CH:15][CH:14]=1, predict the reactants needed to synthesize it. The reactants are: [OH:1][N:2]=[C:3](Cl)[C:4]1[CH:5]=[N:6][CH:7]=[N:8][CH:9]=1.[C:11]([C:13]1[CH:18]=[CH:17][CH:16]=[CH:15][CH:14]=1)#[CH:12].N.